Dataset: Experimentally validated miRNA-target interactions with 360,000+ pairs, plus equal number of negative samples. Task: Binary Classification. Given a miRNA mature sequence and a target amino acid sequence, predict their likelihood of interaction. The miRNA is hsa-miR-3161 with sequence CUGAUAAGAACAGAGGCCCAGAU. The protein sequence of the target gene is MSAQSLLHSVFSCSSPASGGTASAKGFSKRKLRQTRSLDPALIGGCGSEMGAEGGLRGSTVSRLHSPQLLAEGLGSRLASSPRSQHLRATRFQTPRPLCSSFSTPSTPQEKSPSGSFHFDYEVPLSRSGLKKSMAWDLPSVLAGSGSASSRSPASILSSSGGGPNGIFSSPRRWLQQRKFQPPPNSRSHPYVVWRSEGDFTWNSMSGRSVRLRSVPIQSLSELERARLQEVAFYQLQQDCDLGCQITIPKDGQKRKKSLRKKLDSLGKEKNKDKEFIPQAFGMPLSQVIANDRAYKLKQD.... Result: 0 (no interaction).